This data is from Full USPTO retrosynthesis dataset with 1.9M reactions from patents (1976-2016). The task is: Predict the reactants needed to synthesize the given product. (1) Given the product [OH:1][C:2]([CH:5]1[CH2:9][CH2:8][CH:7]([CH3:10])[C:6]1=[O:11])([CH3:4])[CH3:3], predict the reactants needed to synthesize it. The reactants are: [OH:1][C:2]([CH:5]1[CH2:9][CH2:8][CH:7]([CH3:10])[CH:6]1[OH:11])([CH3:4])[CH3:3].ClCCl.[Cr](Cl)([O-])(=O)=O.[NH+]1C=CC=CC=1. (2) Given the product [Cl:1][C:2]1[N:7]=[CH:6][C:5]([NH2:8])=[C:4]([C:17]2[C:12]([F:11])=[N:13][CH:14]=[CH:15][CH:16]=2)[C:3]=1[F:10], predict the reactants needed to synthesize it. The reactants are: [Cl:1][C:2]1[N:7]=[CH:6][C:5]([NH2:8])=[C:4](I)[C:3]=1[F:10].[F:11][C:12]1[C:17](B(O)O)=[CH:16][CH:15]=[CH:14][N:13]=1.[F-].[K+]. (3) Given the product [F:1][C:2]1[CH:7]=[C:6]([C:27]2[CH:28]=[CH:29][CH:30]=[CH:31][C:26]=2[O:25][CH3:24])[CH:5]=[CH:4][C:3]=1[C:17]1[N:18]=[CH:19][C:20]([NH2:23])=[N:21][CH:22]=1, predict the reactants needed to synthesize it. The reactants are: [F:1][C:2]1[CH:7]=[C:6](B2OC(C)(C)C(C)(C)O2)[CH:5]=[CH:4][C:3]=1[C:17]1[N:18]=[CH:19][C:20]([NH2:23])=[N:21][CH:22]=1.[CH3:24][O:25][C:26]1[CH:31]=[CH:30][CH:29]=[CH:28][C:27]=1Br.